This data is from Reaction yield outcomes from USPTO patents with 853,638 reactions. The task is: Predict the reaction yield, written as a fraction of the theoretical maximum amount of product (1.0 means a 100% yield; for example, 0.34 means a 34% yield). (1) The reactants are [F:1][CH:2]([F:17])[CH:3]1[C:12]2[C:7](=[CH:8][CH:9]=[CH:10][CH:11]=2)[N:6]([CH:13]([CH3:16])[CH2:14][NH2:15])[CH2:5][CH2:4]1.C=O.[C:20](O)(C(F)(F)F)=O. No catalyst specified. The product is [F:17][CH:2]([F:1])[CH:3]1[C:12]2[C:7]3=[C:8]([CH2:20][NH:15][CH2:14][CH:13]([CH3:16])[N:6]3[CH2:5][CH2:4]1)[CH:9]=[CH:10][CH:11]=2. The yield is 0.450. (2) The reactants are CN(C)/[CH:3]=[CH:4]/[C:5]1[C:15]([N+:16]([O-])=O)=[CH:14][C:13]([N+:19]([O-])=O)=[CH:12][C:6]=1[C:7]([O:9][CH2:10][CH3:11])=[O:8].Cl[Sn]Cl. The catalyst is C(O)C. The product is [NH2:19][C:13]1[CH:12]=[C:6]([C:7]([O:9][CH2:10][CH3:11])=[O:8])[C:5]2[CH:4]=[CH:3][NH:16][C:15]=2[CH:14]=1. The yield is 0.400.